Dataset: Peptide-MHC class I binding affinity with 185,985 pairs from IEDB/IMGT. Task: Regression. Given a peptide amino acid sequence and an MHC pseudo amino acid sequence, predict their binding affinity value. This is MHC class I binding data. The peptide sequence is QYPSGQGSF. The MHC is HLA-A26:01 with pseudo-sequence HLA-A26:01. The binding affinity (normalized) is 0.00130.